Dataset: Peptide-MHC class I binding affinity with 185,985 pairs from IEDB/IMGT. Task: Regression. Given a peptide amino acid sequence and an MHC pseudo amino acid sequence, predict their binding affinity value. This is MHC class I binding data. (1) The peptide sequence is IISTNTLGK. The MHC is HLA-B40:01 with pseudo-sequence HLA-B40:01. The binding affinity (normalized) is 0.0847. (2) The peptide sequence is YCNYSRYWYL. The MHC is HLA-A29:02 with pseudo-sequence HLA-A29:02. The binding affinity (normalized) is 0.165. (3) The peptide sequence is ETQHGTIVV. The MHC is HLA-A68:02 with pseudo-sequence HLA-A68:02. The binding affinity (normalized) is 0.775. (4) The peptide sequence is FPFKYALAF. The MHC is Mamu-A2201 with pseudo-sequence Mamu-A2201. The binding affinity (normalized) is 1.00. (5) The peptide sequence is LIKLIEPVNA. The MHC is HLA-A02:01 with pseudo-sequence HLA-A02:01. The binding affinity (normalized) is 0. (6) The peptide sequence is KSINKVYGK. The MHC is HLA-A31:01 with pseudo-sequence HLA-A31:01. The binding affinity (normalized) is 0.835.